From a dataset of Forward reaction prediction with 1.9M reactions from USPTO patents (1976-2016). Predict the product of the given reaction. (1) Given the reactants [C:1]([OH:22])(=[O:21])[CH2:2][CH2:3][CH2:4][CH2:5][CH2:6][CH2:7][CH2:8]/[CH:9]=[CH:10]\[CH2:11][CH2:12][CH2:13][CH2:14][CH2:15][CH2:16][CH2:17][CH2:18][CH2:19][CH3:20].[N+:23](/C(/CCCCCCCCCC)=C/CCCCCCCC(O)=O)([O-:25])=[O:24], predict the reaction product. The product is: [N+:23](/[C:9](=[CH:10]/[CH2:11][CH2:12][CH2:13][CH2:14][CH2:15][CH2:16][CH2:17][CH2:18][CH2:19][CH3:20])/[CH2:8][CH2:7][CH2:6][CH2:5][CH2:4][CH2:3][CH2:2][C:1]([OH:22])=[O:21])([O-:25])=[O:24]. (2) Given the reactants [CH3:1][O:2][C:3]1[CH:4]=[C:5]([C:9]2[C:10]([C:15]#N)=[N:11][CH:12]=[CH:13][CH:14]=2)[CH:6]=[CH:7][CH:8]=1.[OH-:17].[Na+].C[OH:20], predict the reaction product. The product is: [CH3:1][O:2][C:3]1[CH:4]=[C:5]([C:9]2[C:10]([C:15]([OH:20])=[O:17])=[N:11][CH:12]=[CH:13][CH:14]=2)[CH:6]=[CH:7][CH:8]=1.